The task is: Predict which catalyst facilitates the given reaction.. This data is from Catalyst prediction with 721,799 reactions and 888 catalyst types from USPTO. Reactant: CN.[O:3]=[C:4]1[N:8]([C:9]2[CH:14]=[CH:13][C:12]([N:15]3[CH2:20][CH2:19][O:18][CH2:17][C:16]3=[O:21])=[CH:11][CH:10]=2)[CH2:7][C@H:6]([CH2:22][N:23]2C(=O)C3C(=CC=CC=3)C2=O)[O:5]1.[ClH:34]. Product: [ClH:34].[NH2:23][CH2:22][C@@H:6]1[O:5][C:4](=[O:3])[N:8]([C:9]2[CH:14]=[CH:13][C:12]([N:15]3[CH2:20][CH2:19][O:18][CH2:17][C:16]3=[O:21])=[CH:11][CH:10]=2)[CH2:7]1. The catalyst class is: 8.